Dataset: Catalyst prediction with 721,799 reactions and 888 catalyst types from USPTO. Task: Predict which catalyst facilitates the given reaction. Reactant: [CH3:1][C:2]1[CH:7]=[CH:6][C:5]([C:8]2[O:12][N:11]=[CH:10][CH:9]=2)=[CH:4][CH:3]=1.[Br:13]N1C(=O)CCC1=O.C(OOC(=O)C1C=CC=CC=1)(=O)C1C=CC=CC=1. Product: [Br:13][CH2:1][C:2]1[CH:7]=[CH:6][C:5]([C:8]2[O:12][N:11]=[CH:10][CH:9]=2)=[CH:4][CH:3]=1. The catalyst class is: 53.